Dataset: Catalyst prediction with 721,799 reactions and 888 catalyst types from USPTO. Task: Predict which catalyst facilitates the given reaction. (1) Reactant: [C:1]([O:5][C:6]([NH:8][CH2:9][C:10]([OH:12])=O)=[O:7])([CH3:4])([CH3:3])[CH3:2].Cl.CN(C)CCCN=C=NCC.[NH2:25][CH:26]([C:47]1[CH:52]=[CH:51][CH:50]=[CH:49][CH:48]=1)[C:27]([N:29]([C:39]1[CH:44]=[CH:43][C:42]([CH3:45])=[C:41]([CH3:46])[CH:40]=1)[CH2:30][CH2:31][C:32]1[CH:37]=[CH:36][C:35]([CH3:38])=[CH:34][CH:33]=1)=[O:28]. Product: [C:1]([O:5][C:6](=[O:7])[NH:8][CH2:9][C:10](=[O:12])[NH:25][CH:26]([C:27](=[O:28])[N:29]([C:39]1[CH:44]=[CH:43][C:42]([CH3:45])=[C:41]([CH3:46])[CH:40]=1)[CH2:30][CH2:31][C:32]1[CH:37]=[CH:36][C:35]([CH3:38])=[CH:34][CH:33]=1)[C:47]1[CH:48]=[CH:49][CH:50]=[CH:51][CH:52]=1)([CH3:2])([CH3:3])[CH3:4]. The catalyst class is: 4. (2) Reactant: Cl.[Cl:2][C:3]1[CH:8]=[CH:7][C:6]([C:9]2[CH2:10][CH2:11][NH:12][CH2:13][CH:14]=2)=[CH:5][CH:4]=1.C(N(CC)CC)C.[C:22]([O:26][C:27](O[C:27]([O:26][C:22]([CH3:25])([CH3:24])[CH3:23])=[O:28])=[O:28])([CH3:25])([CH3:24])[CH3:23].Cl. Product: [C:22]([O:26][C:27]([N:12]1[CH2:11][CH:10]=[C:9]([C:6]2[CH:7]=[CH:8][C:3]([Cl:2])=[CH:4][CH:5]=2)[CH2:14][CH2:13]1)=[O:28])([CH3:25])([CH3:24])[CH3:23]. The catalyst class is: 448. (3) Reactant: [C:1]1([C:13]2[CH:18]=[CH:17][CH:16]=[CH:15][CH:14]=2)[CH:6]=[CH:5][C:4]([NH:7][C:8](=[O:12])[C:9](Cl)=[O:10])=[CH:3][CH:2]=1.Cl.[Br:20][C:21]1[CH:26]=[CH:25][CH:24]=[CH:23][C:22]=1[C:27]([N:29]1[CH2:34][CH2:33][NH:32][CH2:31][CH2:30]1)=[O:28].BrC1C=CC=CC=1C(O)=O.CCN(C(C)C)C(C)C. Product: [C:1]1([C:13]2[CH:18]=[CH:17][CH:16]=[CH:15][CH:14]=2)[CH:6]=[CH:5][C:4]([NH:7][C:8](=[O:12])[C:9]([N:32]2[CH2:31][CH2:30][N:29]([C:27](=[O:28])[C:22]3[CH:23]=[CH:24][CH:25]=[CH:26][C:21]=3[Br:20])[CH2:34][CH2:33]2)=[O:10])=[CH:3][CH:2]=1. The catalyst class is: 2. (4) Reactant: CO.[BH4-].[Na+].[CH3:5][O:6][C:7]1[CH:8]=[CH:9][C:10]2[N:11]([N:13]=[C:14]([C:28]3[CH:33]=[CH:32][CH:31]=[C:30]([C:34]([F:37])([F:36])[F:35])[CH:29]=3)[C:15]=2[C:16]([C:18]2[N:23]=[C:22]([C:24]([O:26][CH3:27])=[O:25])[CH:21]=[CH:20][CH:19]=2)=[O:17])[CH:12]=1.[Cl-].[NH4+]. Product: [OH:17][CH:16]([C:15]1[C:14]([C:28]2[CH:33]=[CH:32][CH:31]=[C:30]([C:34]([F:35])([F:37])[F:36])[CH:29]=2)=[N:13][N:11]2[CH:12]=[C:7]([O:6][CH3:5])[CH:8]=[CH:9][C:10]=12)[C:18]1[N:23]=[C:22]([C:24]([O:26][CH3:27])=[O:25])[CH:21]=[CH:20][CH:19]=1. The catalyst class is: 4. (5) Reactant: CCN(C(C)C)C(C)C.Cl.[CH3:11][O:12][C:13](=[O:18])[C:14]([NH2:17])([CH3:16])[CH3:15].F[C:20]1[C:21]([CH3:40])=[N:22][C:23]2[C:28]([N:29]=1)=[C:27]([C:30]1[NH:38][C:37]3[CH2:36][CH2:35][NH:34][C:33](=[O:39])[C:32]=3[CH:31]=1)[CH:26]=[CH:25][CH:24]=2. Product: [CH3:15][C:14]([NH:17][C:20]1[C:21]([CH3:40])=[N:22][C:23]2[C:28](=[C:27]([C:30]3[NH:38][C:37]4[CH2:36][CH2:35][NH:34][C:33](=[O:39])[C:32]=4[CH:31]=3)[CH:26]=[CH:25][CH:24]=2)[N:29]=1)([CH3:16])[C:13]([O:12][CH3:11])=[O:18]. The catalyst class is: 16.